From a dataset of HIV replication inhibition screening data with 41,000+ compounds from the AIDS Antiviral Screen. Binary Classification. Given a drug SMILES string, predict its activity (active/inactive) in a high-throughput screening assay against a specified biological target. The compound is OCC1C(O)C(O)C2C(O)CCN12. The result is 0 (inactive).